Dataset: Reaction yield outcomes from USPTO patents with 853,638 reactions. Task: Predict the reaction yield, written as a fraction of the theoretical maximum amount of product (1.0 means a 100% yield; for example, 0.34 means a 34% yield). The reactants are [NH2:1][C:2]1[CH:7]=[CH:6][C:5]([C:8]2[N:9]=[C:10]([N:22]3[CH2:27][CH2:26][O:25][CH2:24][C@@H:23]3[CH3:28])[C:11]3[CH2:16][N:15]([C:17]([O:19][CH2:20][CH3:21])=[O:18])[CH2:14][C:12]=3[N:13]=2)=[C:4]([F:29])[CH:3]=1.[N:30]([CH:33]1[CH2:35][CH2:34]1)=[C:31]=[O:32]. No catalyst specified. The product is [CH:33]1([NH:30][C:31](=[O:32])[NH:1][C:2]2[CH:7]=[CH:6][C:5]([C:8]3[N:9]=[C:10]([N:22]4[CH2:27][CH2:26][O:25][CH2:24][C@@H:23]4[CH3:28])[C:11]4[CH2:16][N:15]([C:17]([O:19][CH2:20][CH3:21])=[O:18])[CH2:14][C:12]=4[N:13]=3)=[C:4]([F:29])[CH:3]=2)[CH2:35][CH2:34]1. The yield is 0.470.